From a dataset of NCI-60 drug combinations with 297,098 pairs across 59 cell lines. Regression. Given two drug SMILES strings and cell line genomic features, predict the synergy score measuring deviation from expected non-interaction effect. (1) Drug 1: CNC(=O)C1=CC=CC=C1SC2=CC3=C(C=C2)C(=NN3)C=CC4=CC=CC=N4. Drug 2: C1=CC=C(C(=C1)C(C2=CC=C(C=C2)Cl)C(Cl)Cl)Cl. Cell line: MDA-MB-231. Synergy scores: CSS=-4.82, Synergy_ZIP=1.29, Synergy_Bliss=-4.32, Synergy_Loewe=-7.23, Synergy_HSA=-7.80. (2) Drug 1: C1=CN(C=N1)CC(O)(P(=O)(O)O)P(=O)(O)O. Drug 2: CC1=C(C(=O)C2=C(C1=O)N3CC4C(C3(C2COC(=O)N)OC)N4)N. Cell line: NCI-H226. Synergy scores: CSS=15.3, Synergy_ZIP=-4.80, Synergy_Bliss=-2.01, Synergy_Loewe=-20.2, Synergy_HSA=-5.89.